Dataset: Full USPTO retrosynthesis dataset with 1.9M reactions from patents (1976-2016). Task: Predict the reactants needed to synthesize the given product. (1) Given the product [C:1]([CH2:3][N:4]1[C:13]2[C:8](=[N:9][CH:10]=[C:11]([CH2:14][C:15]3[CH:16]=[CH:17][C:18]([F:21])=[CH:19][CH:20]=3)[CH:12]=2)[C:7]([OH:22])=[C:6]([C:23]([NH:33][CH2:32][CH2:31][O:30][CH3:29])=[O:24])[C:5]1=[O:28])#[N:2], predict the reactants needed to synthesize it. The reactants are: [C:1]([CH2:3][N:4]1[C:13]2[C:8](=[N:9][CH:10]=[C:11]([CH2:14][C:15]3[CH:20]=[CH:19][C:18]([F:21])=[CH:17][CH:16]=3)[CH:12]=2)[C:7]([OH:22])=[C:6]([C:23](OCC)=[O:24])[C:5]1=[O:28])#[N:2].[CH3:29][O:30][CH2:31][CH2:32][NH2:33]. (2) Given the product [CH:14]([O:13][CH2:12][CH2:11][O:10][C:8]1[CH:7]=[C:5]([CH:4]=[C:3]([O:2][CH3:1])[CH:9]=1)[NH2:6])([CH3:15])[CH3:19], predict the reactants needed to synthesize it. The reactants are: [CH3:1][O:2][C:3]1[CH:4]=[C:5]([CH:7]=[C:8]([O:10][CH2:11][CH:12]2CC[CH2:15][CH2:14][O:13]2)[CH:9]=1)[NH2:6].O[C:19]1C=C(NC(=O)OC(C)(C)C)C=C(OC)C=1. (3) Given the product [OH:2][CH2:1][C:3]1[N:7]2[CH:8]=[CH:9][CH:10]=[CH:11][C:6]2=[N:5][C:4]=1[C:12]1[CH:21]=[CH:20][C:19]2[C:14](=[CH:15][CH:16]=[CH:17][CH:18]=2)[C:13]=1[C:22]([O:24][CH3:25])=[O:23], predict the reactants needed to synthesize it. The reactants are: [CH:1]([C:3]1[N:7]2[CH:8]=[CH:9][CH:10]=[CH:11][C:6]2=[N:5][C:4]=1[C:12]1[CH:21]=[CH:20][C:19]2[C:14](=[CH:15][CH:16]=[CH:17][CH:18]=2)[C:13]=1[C:22]([O:24][CH3:25])=[O:23])=[O:2].O1CCCC1.[BH4-].[Na+].[Cl-].[NH4+]. (4) Given the product [C:12]([OH:14])(=[O:13])[CH2:11][O:7][CH2:6][CH2:5][O:4][CH2:1][CH:2]=[CH2:3], predict the reactants needed to synthesize it. The reactants are: [CH2:1]([O:4][CH2:5][CH2:6][OH:7])[CH:2]=[CH2:3].[H-].[Na+].Br[CH2:11][C:12]([OH:14])=[O:13]. (5) Given the product [F:11][C:12]([F:26])([F:27])[C:13]1[CH:14]=[C:15]([NH:23][C:24]([CH:3]2[C:4](=[O:9])[CH:5]3[CH2:8][CH:1]([CH2:7][CH2:6]3)[C:2]2=[O:10])=[O:25])[CH:16]=[C:17]([C:19]([F:22])([F:20])[F:21])[CH:18]=1, predict the reactants needed to synthesize it. The reactants are: [CH:1]12[CH2:8][CH:5]([CH2:6][CH2:7]1)[C:4](=[O:9])[CH2:3][C:2]2=[O:10].[F:11][C:12]([F:27])([F:26])[C:13]1[CH:14]=[C:15]([N:23]=[C:24]=[O:25])[CH:16]=[C:17]([C:19]([F:22])([F:21])[F:20])[CH:18]=1.[H-].[Na+].Cl. (6) Given the product [CH:22]12[N:4]([C:13]([C:11]3[CH:10]=[CH:9][C:8]4=[N:4][O:5][N:6]=[C:7]4[CH:12]=3)=[O:14])[CH:8]([CH2:9][CH2:26]1)[CH2:7][CH2:24][CH2:23]2, predict the reactants needed to synthesize it. The reactants are: C(O)=O.[N:4]1[O:5][N:6]=[C:7]2[CH:12]=[C:11]([C:13](Cl)=[O:14])[CH:10]=[CH:9][C:8]=12.O.OS(O)(=O)=O.[CH2:22]1[CH2:26]O[CH2:24][CH2:23]1.